From a dataset of Full USPTO retrosynthesis dataset with 1.9M reactions from patents (1976-2016). Predict the reactants needed to synthesize the given product. (1) Given the product [NH2:13][C:11]1[CH:10]=[N:9][N:8]([CH2:7][C:6]([NH:5][C@@H:3]([CH3:4])[CH2:2][OH:1])=[O:16])[CH:12]=1, predict the reactants needed to synthesize it. The reactants are: [OH:1][CH2:2][C@@H:3]([NH:5][C:6](=[O:16])[CH2:7][N:8]1[CH:12]=[C:11]([N+:13]([O-])=O)[CH:10]=[N:9]1)[CH3:4]. (2) Given the product [CH2:4]([C:11]1[NH:1][C:14]2=[N:15][C:16](=[O:25])[N:17]([CH2:19][CH2:20][CH2:21][CH2:22][C:23]#[N:24])[CH:18]=[C:13]2[CH:12]=1)[C:5]1[CH:10]=[CH:9][CH:8]=[CH:7][CH:6]=1, predict the reactants needed to synthesize it. The reactants are: [NH3:1].CO.[CH2:4]([C:11]1O[C:14]2=[N:15][C:16](=[O:25])[N:17]([CH2:19][CH2:20][CH2:21][CH2:22][C:23]#[N:24])[CH:18]=[C:13]2[CH:12]=1)[C:5]1[CH:10]=[CH:9][CH:8]=[CH:7][CH:6]=1.